The task is: Predict which catalyst facilitates the given reaction.. This data is from Catalyst prediction with 721,799 reactions and 888 catalyst types from USPTO. (1) Reactant: [C:1]([O:5][C:6]([NH:8][C@H:9]1[C:13]2([CH2:15][CH2:14]2)[CH2:12][N:11]([C:16]2[C:29]([F:30])=[CH:28][C:19]([C:20]([CH2:22][C:23]([O:25][CH2:26][CH3:27])=[O:24])=[O:21])=[C:18]([F:31])[CH:17]=2)[CH2:10]1)=[O:7])([CH3:4])([CH3:3])[CH3:2].C(OC(=O)C)(=O)C.C([O-])([O-])OCC.C([N:47]([CH2:50][CH3:51])[CH2:48]C)C.C1(C)C=CC(S(O)(=O)=O)=CC=1.[F:63][C@H:64]1C[C@H]1N. Product: [F:63][C@H:64]1[CH2:51][C@H:50]1[NH:47][CH:48]=[C:22]([C:20](=[O:21])[C:19]1[CH:28]=[C:29]([F:30])[C:16]([N:11]2[CH2:10][C@@H:9]([NH:8][C:6]([O:5][C:1]([CH3:2])([CH3:3])[CH3:4])=[O:7])[C:13]3([CH2:14][CH2:15]3)[CH2:12]2)=[CH:17][C:18]=1[F:31])[C:23]([O:25][CH2:26][CH3:27])=[O:24]. The catalyst class is: 11. (2) Reactant: [CH:1]1([NH:6][C:7]2[C:8]([C:21]3[CH:26]=[CH:25][C:24]([F:27])=[CH:23][CH:22]=3)=[N:9][C:10]3[C:15]([N:16]=2)=[CH:14][C:13]([C:17]([O:19][CH3:20])=[O:18])=[CH:12][CH:11]=3)[CH2:5][CH2:4][CH2:3][CH2:2]1.[H-].[Na+].I[CH3:31]. The catalyst class is: 7. Product: [CH:1]1([N:6]([CH3:31])[C:7]2[C:8]([C:21]3[CH:22]=[CH:23][C:24]([F:27])=[CH:25][CH:26]=3)=[N:9][C:10]3[C:15]([N:16]=2)=[CH:14][C:13]([C:17]([O:19][CH3:20])=[O:18])=[CH:12][CH:11]=3)[CH2:2][CH2:3][CH2:4][CH2:5]1. (3) Reactant: C[Si]([N-][Si](C)(C)C)(C)C.[Na+].[Cl:11][C:12]1[CH:17]=[CH:16][C:15]([CH2:18][C:19]([OH:21])=O)=[CH:14][CH:13]=1.[Br:22][C:23]1[C:24]([Si:35]([CH3:38])([CH3:37])[CH3:36])=[C:25]([F:34])[C:26]([F:33])=[C:27]([CH:32]=1)C(OC)=O. Product: [Br:22][C:23]1[C:24]([Si:35]([CH3:38])([CH3:37])[CH3:36])=[C:25]([F:34])[C:26]([F:33])=[C:27]([C:19](=[O:21])[CH2:18][C:15]2[CH:14]=[CH:13][C:12]([Cl:11])=[CH:17][CH:16]=2)[CH:32]=1. The catalyst class is: 295.